Predict the reactants needed to synthesize the given product. From a dataset of Retrosynthesis with 50K atom-mapped reactions and 10 reaction types from USPTO. (1) Given the product CC(C)C[C@@H](C(=O)NN(CC(C)C)C(=O)CNC(N)=O)[C@H](C/C=C/c1ccccc1)C(=O)NO, predict the reactants needed to synthesize it. The reactants are: CC(C)C[C@@H](C(=O)NN(CC(C)C)C(=O)CNC(N)=O)[C@H](C/C=C/c1ccccc1)C(=O)NOC1CCCCO1. (2) Given the product Cc1cc(-c2cc(C(F)(F)F)nc(-c3ccnc(-c4cccc(S(=O)(=O)NC(C)(C)C)c4)c3)n2)ccc1Cl, predict the reactants needed to synthesize it. The reactants are: CC(C)(C)NS(=O)(=O)c1cccc(B(O)O)c1.Cc1cc(-c2cc(C(F)(F)F)nc(-c3ccnc(Cl)c3)n2)ccc1Cl. (3) Given the product COc1ccc([C@H](Cc2c(Cl)c[n+]([O-])cc2Cl)OC(=O)c2ccc(N)cc2F)cc1OC, predict the reactants needed to synthesize it. The reactants are: COc1ccc([C@H](Cc2c(Cl)c[n+]([O-])cc2Cl)OC(=O)c2ccc(NC(=O)OC(C)(C)C)cc2F)cc1OC. (4) Given the product OC(c1ccc(-c2ccsc2)nc1)C1CC1, predict the reactants needed to synthesize it. The reactants are: O=Cc1ccc(-c2ccsc2)nc1.[Mg+]C1CC1.